Dataset: Reaction yield outcomes from USPTO patents with 853,638 reactions. Task: Predict the reaction yield, written as a fraction of the theoretical maximum amount of product (1.0 means a 100% yield; for example, 0.34 means a 34% yield). (1) The reactants are [N:1]1([CH:7]2[CH2:12][CH2:11][N:10]([C:13](=[O:54])[CH:14]([NH:34][C:35]([N:37]3[CH2:42][CH2:41][CH:40]([N:43]4[CH2:52][C:51]5[C:46](=[CH:47][CH:48]=[CH:49][CH:50]=5)[NH:45][C:44]4=[O:53])[CH2:39][CH2:38]3)=[O:36])[CH2:15][C:16]3[CH:17]=[C:18]4[C:22](=[CH:23][CH:24]=3)[N:21](S(CC[Si](C)(C)C)(=O)=O)[CH:20]=[CH:19]4)[CH2:9][CH2:8]2)[CH2:6][CH2:5][CH2:4][CH2:3][CH2:2]1.[F-].[Cs+]. The catalyst is C(#N)C. The product is [N:1]1([CH:7]2[CH2:12][CH2:11][N:10]([C:13](=[O:54])[CH:14]([NH:34][C:35]([N:37]3[CH2:42][CH2:41][CH:40]([N:43]4[CH2:52][C:51]5[C:46](=[CH:47][CH:48]=[CH:49][CH:50]=5)[NH:45][C:44]4=[O:53])[CH2:39][CH2:38]3)=[O:36])[CH2:15][C:16]3[CH:17]=[C:18]4[C:22](=[CH:23][CH:24]=3)[NH:21][CH:20]=[CH:19]4)[CH2:9][CH2:8]2)[CH2:2][CH2:3][CH2:4][CH2:5][CH2:6]1. The yield is 0.700. (2) The catalyst is O1CCCC1.[OH-].[Na+]. The reactants are CCCCCC.[H-].[Na+].[Br:9][C:10]1[C:15]([CH3:16])=[CH:14][C:13]([OH:17])=[CH:12][C:11]=1[CH3:18].[CH3:19][O:20][CH2:21]Cl. The yield is 0.740. The product is [Br:9][C:10]1[C:15]([CH3:16])=[CH:14][C:13]([O:17][CH2:19][O:20][CH3:21])=[CH:12][C:11]=1[CH3:18]. (3) The catalyst is C(OCC)(=O)C.CCCCCC.O. The product is [CH3:40][O:39][NH:41][C:29]([C:19]1[CH:20]=[C:21]2[C:26](=[CH:27][C:18]=1[O:17][CH2:10][C:11]1[CH:12]=[CH:13][CH:14]=[CH:15][CH:16]=1)[N:25]=[CH:24][CH:23]=[C:22]2[Cl:38])=[O:31]. The yield is 0.180. The reactants are S(Cl)(Cl)=O.CN(C)C=O.[CH2:10]([O:17][C:18]1[CH:27]=[C:26]2[C:21]([C:22](=O)[CH:23]=[CH:24][NH:25]2)=[CH:20][C:19]=1[C:29]([O:31]C1C=CC=CC=1)=O)[C:11]1[CH:16]=[CH:15][CH:14]=[CH:13][CH:12]=1.[ClH:38].[O:39]([NH2:41])[CH3:40]. (4) The product is [Cl:3][C:4]1[CH:9]=[CH:8][C:7]([CH2:10][O:11][C:13]2[N:18]=[CH:17][N:16]([C:19]3[CH:24]=[CH:23][C:22]([O:25][CH2:26][C:27]([OH:30])([CH3:29])[CH3:28])=[C:21]([O:31][CH3:32])[CH:20]=3)[C:15](=[O:33])[CH:14]=2)=[CH:6][CH:5]=1. The reactants are [H-].[Na+].[Cl:3][C:4]1[CH:9]=[CH:8][C:7]([CH2:10][OH:11])=[CH:6][CH:5]=1.Cl[C:13]1[N:18]=[CH:17][N:16]([C:19]2[CH:24]=[CH:23][C:22]([O:25][CH2:26][C:27]([OH:30])([CH3:29])[CH3:28])=[C:21]([O:31][CH3:32])[CH:20]=2)[C:15](=[O:33])[CH:14]=1. The yield is 0.0520. The catalyst is C1COCC1. (5) The reactants are Br[C:2]1[CH:3]=[C:4]2[C:8](=[CH:9][CH:10]=1)[C:7](=[O:11])[NH:6][CH2:5]2.[B:12]1([B:12]2[O:16][C:15]([CH3:18])([CH3:17])[C:14]([CH3:20])([CH3:19])[O:13]2)[O:16][C:15]([CH3:18])([CH3:17])[C:14]([CH3:20])([CH3:19])[O:13]1.C([O-])(=O)C.[K+]. The catalyst is CN(C)C=O.[Pd].C1(P(C2C=CC=CC=2)C2C=CC=CC=2)C=CC=CC=1.C1(P(C2C=CC=CC=2)C2C=CC=CC=2)C=CC=CC=1.C1(P(C2C=CC=CC=2)C2C=CC=CC=2)C=CC=CC=1.C1(P(C2C=CC=CC=2)C2C=CC=CC=2)C=CC=CC=1. The product is [CH3:19][C:14]1([CH3:20])[C:15]([CH3:18])([CH3:17])[O:16][B:12]([C:2]2[CH:3]=[C:4]3[C:8](=[CH:9][CH:10]=2)[C:7](=[O:11])[NH:6][CH2:5]3)[O:13]1. The yield is 0.410. (6) The catalyst is O1CCCC1.O. The product is [C:1]([O:5][C:6]([N:8]1[C@@H:9]([CH2:35][CH2:36][CH2:37][OH:50])[CH2:10][O:11][CH2:12][C@H:13]1[CH2:14][N:15]([C:25]([O:27][CH2:28][C:29]1[CH:34]=[CH:33][CH:32]=[CH:31][CH:30]=1)=[O:26])[C@H:16]([C:18]([O:20][C:21]([CH3:24])([CH3:23])[CH3:22])=[O:19])[CH3:17])=[O:7])([CH3:2])([CH3:3])[CH3:4]. The reactants are [C:1]([O:5][C:6]([N:8]1[C@H:13]([CH2:14][N:15]([C:25]([O:27][CH2:28][C:29]2[CH:34]=[CH:33][CH:32]=[CH:31][CH:30]=2)=[O:26])[C@H:16]([C:18]([O:20][C:21]([CH3:24])([CH3:23])[CH3:22])=[O:19])[CH3:17])[CH2:12][O:11][CH2:10][C@@H:9]1[CH2:35][CH:36]=[CH2:37])=[O:7])([CH3:4])([CH3:3])[CH3:2].C12BC(CCC1)CCC2.CO.B1([O-])O[O:50]1.O.O.O.O.[Na+]. The yield is 0.810.